From a dataset of Reaction yield outcomes from USPTO patents with 853,638 reactions. Predict the reaction yield, written as a fraction of the theoretical maximum amount of product (1.0 means a 100% yield; for example, 0.34 means a 34% yield). (1) The reactants are Cl[C:2]1[N:13]=[C:12]([C:14]([F:17])([F:16])[F:15])[CH:11]=[CH:10][C:3]=1[C:4]([N:6]([O:8][CH3:9])[CH3:7])=[O:5].[CH2:18]([NH:20][CH2:21][CH3:22])[CH3:19].C([O-])([O-])=O.[K+].[K+]. The catalyst is CN(C=O)C.CCOC(C)=O. The product is [CH2:18]([N:20]([CH2:21][CH3:22])[C:2]1[N:13]=[C:12]([C:14]([F:17])([F:16])[F:15])[CH:11]=[CH:10][C:3]=1[C:4]([N:6]([O:8][CH3:9])[CH3:7])=[O:5])[CH3:19]. The yield is 0.880. (2) The reactants are [F:1][C:2]([F:21])([F:20])[S:3]([O:6][C:7]1[C:11]2[C:12]3[N:13]([N:17]=[CH:18][N:19]=3)[C:14](=[O:16])[NH:15][C:10]=2[S:9][CH:8]=1)(=[O:5])=[O:4].Cl[CH2:23][C:24]1[CH:29]=[CH:28][C:27]([O:30][CH3:31])=[CH:26][CH:25]=1.[I-].[K+].C(=O)([O-])[O-].[K+].[K+]. The catalyst is CN(C=O)C.O. The product is [F:21][C:2]([F:1])([F:20])[S:3]([O:6][C:7]1[C:11]2[C:12]3[N:13]([N:17]=[CH:18][N:19]=3)[C:14](=[O:16])[N:15]([CH2:23][C:24]3[CH:29]=[CH:28][C:27]([O:30][CH3:31])=[CH:26][CH:25]=3)[C:10]=2[S:9][CH:8]=1)(=[O:5])=[O:4]. The yield is 0.800.